This data is from Full USPTO retrosynthesis dataset with 1.9M reactions from patents (1976-2016). The task is: Predict the reactants needed to synthesize the given product. Given the product [CH3:28][C:27]1[C:22]([N:19]2[CH2:20][CH2:21][N:16]([C:14]([C:11]3[CH:12]=[CH:13][C:8]([N:1]4[CH2:5][CH2:4][CH2:3][C:2]4=[O:6])=[CH:9][C:10]=3[S:30]([CH3:33])(=[O:32])=[O:31])=[O:15])[CH2:17][CH2:18]2)=[N:23][CH:24]=[C:25]([CH3:29])[CH:26]=1, predict the reactants needed to synthesize it. The reactants are: [NH:1]1[CH2:5][CH2:4][CH2:3][C:2]1=[O:6].Br[C:8]1[CH:13]=[CH:12][C:11]([C:14]([N:16]2[CH2:21][CH2:20][N:19]([C:22]3[C:27]([CH3:28])=[CH:26][C:25]([CH3:29])=[CH:24][N:23]=3)[CH2:18][CH2:17]2)=[O:15])=[C:10]([S:30]([CH3:33])(=[O:32])=[O:31])[CH:9]=1.